Task: Predict the reactants needed to synthesize the given product.. Dataset: Full USPTO retrosynthesis dataset with 1.9M reactions from patents (1976-2016) (1) Given the product [Br:24][C:11]1[N:10]=[C:9]([C:7]([NH:6][CH2:5][C:4]2[CH:20]=[C:21]([Cl:23])[CH:22]=[C:2]([Cl:1])[CH:3]=2)=[O:8])[C:18]([OH:19])=[C:17]2[C:12]=1[CH:13]=[CH:14][CH:15]=[N:16]2, predict the reactants needed to synthesize it. The reactants are: [Cl:1][C:2]1[CH:3]=[C:4]([CH:20]=[C:21]([Cl:23])[CH:22]=1)[CH2:5][NH:6][C:7]([C:9]1[C:18]([OH:19])=[C:17]2[C:12]([CH:13]=[CH:14][CH:15]=[N:16]2)=[CH:11][N:10]=1)=[O:8].[Br:24]N1C(=O)CCC1=O.O. (2) Given the product [NH2:8][C:9]1[CH:14]=[C:13]([O:15][C:16]2[CH:21]=[CH:20][C:19]([NH:22][C:23]([C:25]3([C:28]([NH:30][C:31]4[CH:32]=[CH:33][C:34]([F:37])=[CH:35][CH:36]=4)=[O:29])[CH2:27][CH2:26]3)=[O:24])=[C:18]([F:38])[CH:17]=2)[CH:12]=[CH:11][N:10]=1, predict the reactants needed to synthesize it. The reactants are: COC1C=CC(C[NH:8][C:9]2[CH:14]=[C:13]([O:15][C:16]3[CH:21]=[CH:20][C:19]([NH:22][C:23]([C:25]4([C:28]([NH:30][C:31]5[CH:36]=[CH:35][C:34]([F:37])=[CH:33][CH:32]=5)=[O:29])[CH2:27][CH2:26]4)=[O:24])=[C:18]([F:38])[CH:17]=3)[CH:12]=[CH:11][N:10]=2)=CC=1.FC(F)(F)C(O)=O. (3) The reactants are: [Cl:1][C:2]1[CH:18]=[CH:17][CH:16]=[C:15]([Cl:19])[C:3]=1[C:4]([NH:6][C:7]1[CH:12]=[CH:11][N:10]=[C:9]([Cl:13])[C:8]=1[F:14])=O.S(Cl)([Cl:22])=O. Given the product [Cl:1][C:2]1[CH:18]=[CH:17][CH:16]=[C:15]([Cl:19])[C:3]=1[C:4]([Cl:22])=[N:6][C:7]1[CH:12]=[CH:11][N:10]=[C:9]([Cl:13])[C:8]=1[F:14], predict the reactants needed to synthesize it.